This data is from Catalyst prediction with 721,799 reactions and 888 catalyst types from USPTO. The task is: Predict which catalyst facilitates the given reaction. (1) Reactant: C1C=C(Cl)C=C(C(OO)=[O:9])C=1.[C:12]([O:16][C:17](=[O:42])[NH:18][CH2:19][CH2:20][O:21][C:22]1[CH:31]=[CH:30][C:29]2[N:28]=[CH:27][C:26]3[N:32]=[C:33]([CH2:38][O:39][CH2:40][CH3:41])[N:34]([CH2:35][CH2:36][CH3:37])[C:25]=3[C:24]=2[CH:23]=1)([CH3:15])([CH3:14])[CH3:13].C(=O)([O-])[O-].[Na+].[Na+]. Product: [CH2:40]([O:39][CH2:38][C:33]1[N:34]([CH2:35][CH2:36][CH3:37])[C:25]2[C:24]3[CH:23]=[C:22]([O:21][CH2:20][CH2:19][NH:18][C:17](=[O:42])[O:16][C:12]([CH3:13])([CH3:14])[CH3:15])[CH:31]=[CH:30][C:29]=3[N+:28]([O-:9])=[CH:27][C:26]=2[N:32]=1)[CH3:41]. The catalyst class is: 22. (2) Reactant: [C:1]([O:5][C:6]([N:8]1[C@H:13]([C:14](C)(C)[O:15][SiH2]C(C)(C)C)[CH2:12][C@:11]2([CH2:23]OS(C)(=O)=O)[C@H:9]1[CH2:10]2)=[O:7])([CH3:4])([CH3:3])[CH3:2].C([BH-](CC)CC)C.[Li+].C(OC(N1[C@H](C(C)(C)O[SiH2]C(C)(C)C)C[C@]2(C)[C@H]1C2)=O)(C)(C)C.O.O.O.[F-].C([N+](CCCC)(CCCC)CCCC)CCC. The catalyst class is: 20. Product: [C:1]([O:5][C:6]([N:8]1[C@H:13]([CH2:14][OH:15])[CH2:12][C@:11]2([CH3:23])[C@H:9]1[CH2:10]2)=[O:7])([CH3:4])([CH3:3])[CH3:2]. (3) Reactant: C(OC([N:8]1[CH2:13][CH2:12][C:11]([C:15]2[CH:20]=[CH:19][CH:18]=[C:17]([F:21])[C:16]=2[F:22])(O)[CH2:10][CH2:9]1)=O)(C)(C)C.S(=O)(=O)(O)O.O.[OH-].[Na+]. Product: [F:22][C:16]1[C:17]([F:21])=[CH:18][CH:19]=[CH:20][C:15]=1[C:11]1[CH2:12][CH2:13][NH:8][CH2:9][CH:10]=1. The catalyst class is: 11. (4) Reactant: [CH3:1][S:2]([C:5]1[CH:10]=[CH:9][C:8]([N:11]2[CH2:16][CH2:15][NH:14][CH2:13][CH2:12]2)=[CH:7][C:6]=1[NH:17][C:18]1[C:19]2[CH:26]=[CH:25][CH:24]=[CH:23][C:20]=2[S:21][CH:22]=1)(=[O:4])=[O:3].[ClH:27]. The catalyst class is: 268. Product: [ClH:27].[CH3:1][S:2]([C:5]1[CH:10]=[CH:9][C:8]([N:11]2[CH2:16][CH2:15][NH:14][CH2:13][CH2:12]2)=[CH:7][C:6]=1[NH:17][C:18]1[C:19]2[CH:26]=[CH:25][CH:24]=[CH:23][C:20]=2[S:21][CH:22]=1)(=[O:4])=[O:3]. (5) Reactant: C[O:2][C:3]([C:5]1([O:8][C:9]2[CH:14]=[CH:13][C:12]([O:15][CH:16]([C:23]3[N:24]([C:34]4[CH:39]=[CH:38][C:37]([Cl:40])=[CH:36][CH:35]=4)[N:25]=[C:26]4[C:31]=3[CH:30]=[C:29]([F:32])[C:28]([F:33])=[CH:27]4)[CH:17]3[CH2:22][CH2:21][CH2:20][CH2:19][CH2:18]3)=[CH:11][CH:10]=2)[CH2:7][CH2:6]1)=[O:4].[OH-].[Li+]. Product: [Cl:40][C:37]1[CH:38]=[CH:39][C:34]([N:24]2[C:23]([CH:16]([CH:17]3[CH2:22][CH2:21][CH2:20][CH2:19][CH2:18]3)[O:15][C:12]3[CH:13]=[CH:14][C:9]([O:8][C:5]4([C:3]([OH:4])=[O:2])[CH2:7][CH2:6]4)=[CH:10][CH:11]=3)=[C:31]3[C:26]([CH:27]=[C:28]([F:33])[C:29]([F:32])=[CH:30]3)=[N:25]2)=[CH:35][CH:36]=1. The catalyst class is: 36. (6) Reactant: [C:1]([C:3]1[CH:4]=[C:5]([CH:8]=[CH:9][CH:10]=1)[CH2:6]Br)#[N:2].[P:11]([O:18]CC)([O:15][CH2:16][CH3:17])[O:12][CH2:13][CH3:14]. Product: [C:1]([C:3]1[CH:4]=[C:5]([CH:8]=[CH:9][CH:10]=1)[CH2:6][P:11](=[O:18])([O:15][CH2:16][CH3:17])[O:12][CH2:13][CH3:14])#[N:2]. The catalyst class is: 11. (7) Reactant: C(O[CH:4](O)[C:5]([C:7]1[CH:8]=[C:9]([NH:13][S:14]([C:17]2[CH:22]=[CH:21][CH:20]=[CH:19][CH:18]=2)(=[O:16])=[O:15])[CH:10]=[CH:11][CH:12]=1)=[O:6])C.Cl.[N:25]1([CH2:34][CH2:35][C:36]([NH2:39])([CH3:38])[CH3:37])[C:29]2[CH:30]=[CH:31][CH:32]=[CH:33][C:28]=2[N:27]=[CH:26]1.[BH4-].[Na+].O. Product: [N:25]1([CH2:34][CH2:35][C:36]([NH:39][CH2:4][CH:5]([C:7]2[CH:8]=[C:9]([NH:13][S:14]([C:17]3[CH:18]=[CH:19][CH:20]=[CH:21][CH:22]=3)(=[O:15])=[O:16])[CH:10]=[CH:11][CH:12]=2)[OH:6])([CH3:37])[CH3:38])[C:29]2[CH:30]=[CH:31][CH:32]=[CH:33][C:28]=2[N:27]=[CH:26]1. The catalyst class is: 8.